This data is from CYP3A4 inhibition data for predicting drug metabolism from PubChem BioAssay. The task is: Regression/Classification. Given a drug SMILES string, predict its absorption, distribution, metabolism, or excretion properties. Task type varies by dataset: regression for continuous measurements (e.g., permeability, clearance, half-life) or binary classification for categorical outcomes (e.g., BBB penetration, CYP inhibition). Dataset: cyp3a4_veith. (1) The drug is CCCCOc1cc(C(=O)OCCN(CC)CC)ccc1N. The result is 0 (non-inhibitor). (2) The result is 1 (inhibitor). The molecule is COc1ccc(Nc2cc(=O)n(C3CCCCC3)c(=O)[nH]2)c(OC)c1. (3) The drug is COc1ccc(-c2cc(C(F)(F)F)nc(NC3CCCC3)n2)cc1OC. The result is 1 (inhibitor). (4) The drug is COc1cc2nc(N3CCN(C(=O)OCc4ccccc4)[C@H](C(=O)NC(C)(C)C)C3)nc(N)c2cc1OC. The result is 1 (inhibitor). (5) The compound is O=C(Nc1cnc2ccccn2c1=O)c1ccc(Cl)cc1. The result is 0 (non-inhibitor). (6) The drug is CCOC(=O)Cn1nnc2c(sc3nc4c(c(-c5ccc(Cl)cc5)c32)CCC4)c1=O. The result is 0 (non-inhibitor). (7) The molecule is CCOC(=O)C1CCN(Cc2cnc(Oc3ccc(OC)cc3)s2)CC1. The result is 0 (non-inhibitor). (8) The drug is Cc1ccc(OCCn2c(CCNC(=O)C(C)C)nc3ccccc32)cc1. The result is 0 (non-inhibitor). (9) The drug is Cc1cc(=O)oc(C)c1C(=O)NCc1ccccn1. The result is 0 (non-inhibitor).